Dataset: Reaction yield outcomes from USPTO patents with 853,638 reactions. Task: Predict the reaction yield, written as a fraction of the theoretical maximum amount of product (1.0 means a 100% yield; for example, 0.34 means a 34% yield). (1) The reactants are [Cl:1][C:2]1[CH:9]=[C:8](F)[CH:7]=[CH:6][C:3]=1[C:4]#[N:5].[CH:11]1([CH2:14][C@@H:15]([C:17]([OH:19])=[O:18])[NH2:16])[CH2:13][CH2:12]1.C(=O)([O-])[O-].[Cs+].[Cs+].C(OCC)(=O)C. The catalyst is CS(C)=O. The product is [Cl:1][C:2]1[CH:9]=[C:8]([NH:16][C@H:15]([C:17]([OH:19])=[O:18])[CH2:14][CH:11]2[CH2:13][CH2:12]2)[CH:7]=[CH:6][C:3]=1[C:4]#[N:5]. The yield is 1.00. (2) The reactants are Cl[C:2]1[CH:7]=[CH:6][N:5]2[N:8]=[CH:9][C:10]([CH:11]=[O:12])=[C:4]2[N:3]=1.[F:13][C:14]1[CH:19]=[CH:18][C:17]([F:20])=[CH:16][C:15]=1[CH:21]1[CH2:25][CH2:24][CH2:23][NH:22]1.[F-].[K+].O. The catalyst is CS(C)=O. The product is [F:13][C:14]1[CH:19]=[CH:18][C:17]([F:20])=[CH:16][C:15]=1[CH:21]1[CH2:25][CH2:24][CH2:23][N:22]1[C:2]1[CH:7]=[CH:6][N:5]2[N:8]=[CH:9][C:10]([CH:11]=[O:12])=[C:4]2[N:3]=1. The yield is 1.00.